From a dataset of Full USPTO retrosynthesis dataset with 1.9M reactions from patents (1976-2016). Predict the reactants needed to synthesize the given product. (1) Given the product [CH3:21][S:22]([O:1][CH2:2][C:3]1[CH:4]=[C:5]([CH3:13])[N:6]=[C:7]([O:11][CH3:12])[C:8]=1[C:9]#[N:10])(=[O:24])=[O:23], predict the reactants needed to synthesize it. The reactants are: [OH:1][CH2:2][C:3]1[C:8]([C:9]#[N:10])=[C:7]([O:11][CH3:12])[N:6]=[C:5]([CH3:13])[CH:4]=1.CCN(CC)CC.[CH3:21][S:22](Cl)(=[O:24])=[O:23]. (2) Given the product [F:1][C:2]1[CH:3]=[CH:4][C:5]2[N:6]([CH2:18][CH:20]3[CH2:21][O:22]3)[C:7]3[C:12]([C:13]=2[CH:14]=1)=[C:11]([F:15])[CH:10]=[CH:9][CH:8]=3, predict the reactants needed to synthesize it. The reactants are: [F:1][C:2]1[CH:3]=[CH:4][C:5]2[NH:6][C:7]3[C:12]([C:13]=2[CH:14]=1)=[C:11]([F:15])[CH:10]=[CH:9][CH:8]=3.[OH-].[K+].[CH2:18]([CH:20]1[O:22][CH2:21]1)Br. (3) Given the product [O:45]([CH2:52][C:53]1[CH:54]=[C:55]([CH2:56][NH:57][C:38](=[O:40])[C:37]2[CH:41]=[CH:42][CH:43]=[N:44][C:36]=2[NH2:35])[CH:58]=[CH:59][CH:60]=1)[C:46]1[CH:47]=[CH:48][CH:49]=[CH:50][CH:51]=1, predict the reactants needed to synthesize it. The reactants are: CN([P+](ON1N=NC2C=CC=CC1=2)(N(C)C)N(C)C)C.F[P-](F)(F)(F)(F)F.C(N(CC)CC)C.[NH2:35][C:36]1[N:44]=[CH:43][CH:42]=[CH:41][C:37]=1[C:38]([OH:40])=O.[O:45]([CH2:52][C:53]1[CH:54]=[C:55]([CH:58]=[CH:59][CH:60]=1)[CH2:56][NH2:57])[C:46]1[CH:51]=[CH:50][CH:49]=[CH:48][CH:47]=1. (4) Given the product [F:28][C:24]1[CH:23]=[C:22]([N:21]=[C:5]2[N:4]([CH2:3][CH2:2][NH:1][C:34]([NH2:31])=[O:38])[C:8]([C:9]3[CH:14]=[CH:13][C:12]([N:15]4[CH2:20][CH2:19][O:18][CH2:17][CH2:16]4)=[CH:11][CH:10]=3)=[CH:7][S:6]2)[CH:27]=[CH:26][CH:25]=1, predict the reactants needed to synthesize it. The reactants are: [NH2:1][CH2:2][CH2:3][N:4]1[C:8]([C:9]2[CH:14]=[CH:13][C:12]([N:15]3[CH2:20][CH2:19][O:18][CH2:17][CH2:16]3)=[CH:11][CH:10]=2)=[CH:7][S:6][C:5]1=[N:21][C:22]1[CH:27]=[CH:26][CH:25]=[C:24]([F:28])[CH:23]=1.C([N:31]([CH2:34]C)CC)C.ClC(OC1C=CC([N+]([O-])=O)=CC=1)=[O:38].O.N. (5) Given the product [Cl:1][C:2]1[CH:3]=[C:4]([C:9]2[N:14]=[C:13]([S:15][CH3:16])[N:12]=[C:11]([Cl:22])[C:10]=2[C:18]#[N:19])[CH:5]=[CH:6][C:7]=1[Cl:8], predict the reactants needed to synthesize it. The reactants are: [Cl:1][C:2]1[CH:3]=[C:4]([C:9]2[N:14]=[C:13]([S:15][CH3:16])[N:12]=[C:11](O)[C:10]=2[C:18]#[N:19])[CH:5]=[CH:6][C:7]=1[Cl:8].O=P(Cl)(Cl)[Cl:22].